From a dataset of NCI-60 drug combinations with 297,098 pairs across 59 cell lines. Regression. Given two drug SMILES strings and cell line genomic features, predict the synergy score measuring deviation from expected non-interaction effect. (1) Drug 1: CN(C)C1=NC(=NC(=N1)N(C)C)N(C)C. Drug 2: COC1=C2C(=CC3=C1OC=C3)C=CC(=O)O2. Cell line: HOP-92. Synergy scores: CSS=-1.26, Synergy_ZIP=1.73, Synergy_Bliss=3.22, Synergy_Loewe=0.0799, Synergy_HSA=0.544. (2) Drug 1: CC1C(C(=O)NC(C(=O)N2CCCC2C(=O)N(CC(=O)N(C(C(=O)O1)C(C)C)C)C)C(C)C)NC(=O)C3=C4C(=C(C=C3)C)OC5=C(C(=O)C(=C(C5=N4)C(=O)NC6C(OC(=O)C(N(C(=O)CN(C(=O)C7CCCN7C(=O)C(NC6=O)C(C)C)C)C)C(C)C)C)N)C. Drug 2: CCC1(C2=C(COC1=O)C(=O)N3CC4=CC5=C(C=CC(=C5CN(C)C)O)N=C4C3=C2)O.Cl. Cell line: OVCAR-5. Synergy scores: CSS=45.6, Synergy_ZIP=-7.33, Synergy_Bliss=-9.84, Synergy_Loewe=-10.1, Synergy_HSA=-4.46. (3) Drug 1: CC1C(C(CC(O1)OC2CC(CC3=C2C(=C4C(=C3O)C(=O)C5=C(C4=O)C(=CC=C5)OC)O)(C(=O)C)O)N)O.Cl. Drug 2: CNC(=O)C1=NC=CC(=C1)OC2=CC=C(C=C2)NC(=O)NC3=CC(=C(C=C3)Cl)C(F)(F)F. Cell line: U251. Synergy scores: CSS=57.2, Synergy_ZIP=-0.828, Synergy_Bliss=-1.76, Synergy_Loewe=-27.3, Synergy_HSA=-0.390. (4) Drug 1: CC1=C2C(C(=O)C3(C(CC4C(C3C(C(C2(C)C)(CC1OC(=O)C(C(C5=CC=CC=C5)NC(=O)OC(C)(C)C)O)O)OC(=O)C6=CC=CC=C6)(CO4)OC(=O)C)O)C)O. Drug 2: CCC1(C2=C(COC1=O)C(=O)N3CC4=CC5=C(C=CC(=C5CN(C)C)O)N=C4C3=C2)O.Cl. Cell line: OVCAR-5. Synergy scores: CSS=47.1, Synergy_ZIP=-12.7, Synergy_Bliss=-15.7, Synergy_Loewe=-14.4, Synergy_HSA=-12.7.